The task is: Predict which catalyst facilitates the given reaction.. This data is from Catalyst prediction with 721,799 reactions and 888 catalyst types from USPTO. (1) Reactant: [N:1]1[CH:6]=[CH:5][CH:4]=[CH:3][C:2]=1[O:7][CH2:8][C:9]1[CH:14]=[CH:13][C:12]([NH:15]N)=[CH:11][CH:10]=1.[CH2:17]([O:19][C:20](=[O:30])[CH2:21][C:22](=O)[CH2:23][S:24][C:25]([CH3:28])([CH3:27])[CH3:26])[CH3:18].Cl.C([O-])(O)=O.[Na+]. Product: [CH2:17]([O:19][C:20](=[O:30])[CH2:21][C:22]1[NH:15][C:12]2[C:13]([C:23]=1[S:24][C:25]([CH3:28])([CH3:27])[CH3:26])=[CH:14][C:9]([CH2:8][O:7][C:2]1[CH:3]=[CH:4][CH:5]=[CH:6][N:1]=1)=[CH:10][CH:11]=2)[CH3:18]. The catalyst class is: 218. (2) Reactant: [CH3:1][Mg]Br.[F:4][C:5]1[CH:6]=[C:7]([NH:17][C:18]2[N:35]=[C:21]3[CH:22]([C:28]4[CH:33]=[CH:32][C:31]([F:34])=[CH:30][CH:29]=4)[CH2:23][C:24](=[O:27])[CH2:25][CH2:26][N:20]3[N:19]=2)[CH:8]=[CH:9][C:10]=1[N:11]1[CH:15]=[N:14][C:13]([CH3:16])=[N:12]1. Product: [F:4][C:5]1[CH:6]=[C:7]([NH:17][C:18]2[N:35]=[C:21]3[C@@H:22]([C:28]4[CH:29]=[CH:30][C:31]([F:34])=[CH:32][CH:33]=4)[CH2:23][C@:24]([CH3:1])([OH:27])[CH2:25][CH2:26][N:20]3[N:19]=2)[CH:8]=[CH:9][C:10]=1[N:11]1[CH:15]=[N:14][C:13]([CH3:16])=[N:12]1. The catalyst class is: 356.